Dataset: Forward reaction prediction with 1.9M reactions from USPTO patents (1976-2016). Task: Predict the product of the given reaction. (1) Given the reactants [C:1]([C:4]1([CH2:8][CH2:9][CH2:10][CH2:11][C:12](=[O:24])[CH2:13][CH2:14][CH2:15][CH2:16][C:17]2([C:21]([OH:23])=[O:22])[CH2:20][CH2:19][CH2:18]2)[CH2:7][CH2:6][CH2:5]1)([OH:3])=[O:2].[BH4-].[Na+].Cl, predict the reaction product. The product is: [C:21]([C:17]1([CH2:16][CH2:15][CH2:14][CH2:13][CH:12]([OH:24])[CH2:11][CH2:10][CH2:9][CH2:8][C:4]2([C:1]([OH:3])=[O:2])[CH2:5][CH2:6][CH2:7]2)[CH2:18][CH2:19][CH2:20]1)([OH:23])=[O:22]. (2) Given the reactants [OH:1][C:2]1[C:12](=[O:13])[N:6]2[CH2:7][CH2:8][CH2:9][CH2:10][CH2:11][C:5]2=[N:4][C:3]=1[C:14]([O:16][CH3:17])=[O:15].[C:18](O[C:18](=[O:25])[C:19]1[CH:24]=[CH:23][CH:22]=[CH:21][CH:20]=1)(=[O:25])[C:19]1[CH:24]=[CH:23][CH:22]=[CH:21][CH:20]=1.CN(C1C=CC=CN=1)C, predict the reaction product. The product is: [C:18]([O:1][C:2]1[C:12](=[O:13])[N:6]2[CH2:7][CH2:8][CH2:9][CH2:10][CH2:11][C:5]2=[N:4][C:3]=1[C:14]([O:16][CH3:17])=[O:15])(=[O:25])[C:19]1[CH:24]=[CH:23][CH:22]=[CH:21][CH:20]=1.